Task: Predict the reaction yield, written as a fraction of the theoretical maximum amount of product (1.0 means a 100% yield; for example, 0.34 means a 34% yield).. Dataset: Reaction yield outcomes from USPTO patents with 853,638 reactions (1) The reactants are Cl.[CH3:2][O:3][C:4]1[CH:5]=[C:6]([CH:16]([NH2:18])[CH3:17])[CH:7]=[N:8][C:9]=1[O:10][CH2:11][C:12]([F:15])([F:14])[F:13].[NH2:19][C:20]1[N:25]=[C:24]([C:26](O)=[O:27])[CH:23]=[CH:22][N:21]=1. No catalyst specified. The product is [NH2:19][C:20]1[N:25]=[C:24]([C:26]([NH:18][CH:16]([C:6]2[CH:7]=[N:8][C:9]([O:10][CH2:11][C:12]([F:13])([F:14])[F:15])=[C:4]([O:3][CH3:2])[CH:5]=2)[CH3:17])=[O:27])[CH:23]=[CH:22][N:21]=1. The yield is 0.510. (2) The reactants are [Cl:1][C:2]1[C:3]([O:19][C@H:20]2[CH2:25][CH2:24][C@@H:23]([OH:26])[CH2:22][C@@H:21]2[C:27]2[N:31]([CH3:32])[N:30]=[CH:29][CH:28]=2)=[CH:4][C:5]([F:18])=[C:6]([S:8]([NH:11][C:12]2[CH:17]=[CH:16][N:15]=[CH:14][N:13]=2)(=[O:10])=[O:9])[CH:7]=1.[C:33](OC(=O)C)(=[O:35])[CH3:34]. The catalyst is CN(C1C=CN=CC=1)C.N1C=CC=CC=1. The product is [C:33]([O:26][C@@H:23]1[CH2:24][CH2:25][C@H:20]([O:19][C:3]2[CH:4]=[C:5]([F:18])[C:6]([S:8](=[O:10])(=[O:9])[NH:11][C:12]3[CH:17]=[CH:16][N:15]=[CH:14][N:13]=3)=[CH:7][C:2]=2[Cl:1])[C@@H:21]([C:27]2[N:31]([CH3:32])[N:30]=[CH:29][CH:28]=2)[CH2:22]1)(=[O:35])[CH3:34]. The yield is 0.910. (3) The reactants are [NH2:1][C:2]1[CH:3]=[CH:4][C:5]([NH:24][C:25]([O:27][C:28]([CH3:31])([CH3:30])[CH3:29])=[O:26])=[C:6]([CH2:8][CH2:9][C:10]2[CH:11]=[C:12]([NH:16][C:17](=[O:23])[O:18][C:19]([CH3:22])([CH3:21])[CH3:20])[CH:13]=[CH:14][CH:15]=2)[CH:7]=1.C(=O)([O-])[O-].[K+].[K+].[Cl:38][C:39]1[N:44]=[C:43](Cl)[C:42]([Cl:46])=[CH:41][N:40]=1.O. The catalyst is CN(C=O)C. The product is [C:28]([O:27][C:25]([NH:24][C:5]1[CH:4]=[CH:3][C:2]([NH:1][C:41]2[C:42]([Cl:46])=[CH:43][N:44]=[C:39]([Cl:38])[N:40]=2)=[CH:7][C:6]=1[CH2:8][CH2:9][C:10]1[CH:11]=[C:12]([NH:16][C:17](=[O:23])[O:18][C:19]([CH3:22])([CH3:21])[CH3:20])[CH:13]=[CH:14][CH:15]=1)=[O:26])([CH3:31])([CH3:30])[CH3:29]. The yield is 0.995. (4) The reactants are [F:1][C:2]([C@H:5]1[N:10]2[N:11]=[CH:12][C:13]([C:14]([OH:16])=O)=[C:9]2[NH:8][C@@H:7]([C:17]2[CH:22]=[CH:21][C:20](CC)=[CH:19][CH:18]=2)[CH2:6]1)([F:4])[CH3:3].CN(C(ON1N=N[C:35]2C=CC=N[C:34]1=2)=[N+](C)C)C.F[P-](F)(F)(F)(F)F.C(N(CC)C(C)C)(C)C.[CH3:58][C:59]1[CH:66]=[CH:65][C:62]([CH2:63][NH2:64])=[CH:61][CH:60]=1. No catalyst specified. The product is [F:1][C:2]([C@H:5]1[N:10]2[N:11]=[CH:12][C:13]([C:14]([NH:64][CH2:63][C:62]3[CH:65]=[CH:66][C:59]([CH3:58])=[CH:60][CH:61]=3)=[O:16])=[C:9]2[NH:8][C@@H:7]([C:17]2[CH:18]=[CH:19][C:20]([CH2:34][CH3:35])=[CH:21][CH:22]=2)[CH2:6]1)([F:4])[CH3:3]. The yield is 0.700. (5) The reactants are P(Cl)(Cl)([Cl:3])=O.[CH3:6][O:7][C:8]1[CH:17]=[C:16]2[C:11]([C:12](=O)[C:13]([C:18]([O:20][CH2:21][CH3:22])=[O:19])=[CH:14][NH:15]2)=[CH:10][CH:9]=1. No catalyst specified. The product is [Cl:3][C:12]1[C:11]2[C:16](=[CH:17][C:8]([O:7][CH3:6])=[CH:9][CH:10]=2)[N:15]=[CH:14][C:13]=1[C:18]([O:20][CH2:21][CH3:22])=[O:19]. The yield is 0.730. (6) The yield is 0.110. The catalyst is C(Cl)Cl. The product is [C:24]1([NH:23][S:2]([NH:6][C:7]2[CH:8]=[CH:9][CH:10]=[C:11]3[C:16]=2[N:15]=[CH:14][CH:13]=[CH:12]3)(=[O:5])=[O:3])[CH:29]=[CH:28][CH:27]=[CH:26][CH:25]=1. The reactants are Cl[S:2]([OH:5])(=O)=[O:3].[NH2:6][C:7]1[CH:8]=[CH:9][CH:10]=[C:11]2[C:16]=1[N:15]=[CH:14][CH:13]=[CH:12]2.P(Cl)(Cl)(Cl)(Cl)Cl.[NH2:23][C:24]1[CH:29]=[CH:28][CH:27]=[CH:26][CH:25]=1.CCN(C(C)C)C(C)C. (7) The reactants are [C:1]1([C:7]2([C:17]3[CH:22]=[CH:21][CH:20]=[CH:19][CH:18]=3)[CH:11]3[CH2:12][NH:13][CH2:14][CH2:15][N:10]3[C:9](=[O:16])[O:8]2)[CH:6]=[CH:5][CH:4]=[CH:3][CH:2]=1.Br[CH2:24][CH2:25][N:26]=[C:27]=[O:28].[NH:29]1[CH2:34][CH2:33][O:32][CH2:31][CH2:30]1. The catalyst is C1(C)C=CC=CC=1. The product is [N:29]1([CH2:24][CH2:25][NH:26][C:27]([N:13]2[CH2:14][CH2:15][N:10]3[C:9](=[O:16])[O:8][C:7]([C:1]4[CH:6]=[CH:5][CH:4]=[CH:3][CH:2]=4)([C:17]4[CH:18]=[CH:19][CH:20]=[CH:21][CH:22]=4)[CH:11]3[CH2:12]2)=[O:28])[CH2:34][CH2:33][O:32][CH2:31][CH2:30]1. The yield is 0.260.